Dataset: Reaction yield outcomes from USPTO patents with 853,638 reactions. Task: Predict the reaction yield, written as a fraction of the theoretical maximum amount of product (1.0 means a 100% yield; for example, 0.34 means a 34% yield). (1) The reactants are [CH3:1][C:2]([C:5]([C:7]1[CH:8]=[C:9]([CH:14]=[CH:15][C:16]=1[OH:17])[C:10]([O:12][CH3:13])=[O:11])=[CH2:6])([CH3:4])[CH3:3].C1(N([S:25]([C:28]([F:31])([F:30])[F:29])(=[O:27])=[O:26])[S:25]([C:28]([F:31])([F:30])[F:29])(=[O:27])=[O:26])C=CC=CC=1. The catalyst is C(Cl)Cl.CN(C1C=CN=CC=1)C. The product is [CH3:4][C:2]([C:5]([C:7]1[CH:8]=[C:9]([CH:14]=[CH:15][C:16]=1[O:17][S:25]([C:28]([F:31])([F:30])[F:29])(=[O:27])=[O:26])[C:10]([O:12][CH3:13])=[O:11])=[CH2:6])([CH3:1])[CH3:3]. The yield is 0.130. (2) The reactants are Br[CH2:2][CH2:3][N:4]1[C:8]([CH2:9]Cl)=[CH:7][C:6]([N+:11]([O-:13])=[O:12])=[N:5]1.[CH3:14][O:15][CH2:16][CH:17]([NH2:19])[CH3:18].CS(C)=O. The catalyst is O. The product is [CH3:14][O:15][CH2:16][CH:17]([N:19]1[CH2:2][CH2:3][N:4]2[N:5]=[C:6]([N+:11]([O-:13])=[O:12])[CH:7]=[C:8]2[CH2:9]1)[CH3:18]. The yield is 0.680. (3) The reactants are CO[C:3]1[CH:4]=[C:5]([C:13]2[CH:17]=[C:16]([CH:18]=O)[NH:15][N:14]=2)[CH:6]=[C:7]([O:11][CH3:12])[C:8]=1[O:9]C.[F:20][C:21]1[CH:22]=[C:23]([NH2:28])[C:24]([NH2:27])=[CH:25][CH:26]=1. The catalyst is C(O)C. The product is [O:9]1[C:8]2[CH:3]=[CH:4][C:5]([C:13]3[CH:17]=[C:16]([C:18]4[NH:27][C:24]5[CH:25]=[CH:26][C:21]([F:20])=[CH:22][C:23]=5[N:28]=4)[NH:15][N:14]=3)=[CH:6][C:7]=2[O:11][CH2:12]1. The yield is 0.800. (4) The reactants are [Cl:1][C:2]1[CH:3]=[C:4]([CH:24]=[CH:25][CH:26]=1)[CH2:5][O:6][C:7]1[CH:16]=[C:15]2[C:10]([CH:11]=[C:12]([CH2:18][C:19]([O:21][CH2:22][CH3:23])=[O:20])[C:13](=O)[NH:14]2)=[CH:9][CH:8]=1.C(Cl)(=O)C([Cl:30])=O.CN(C=O)C. The catalyst is C(Cl)(Cl)Cl. The product is [Cl:30][C:13]1[C:12]([CH2:18][C:19]([O:21][CH2:22][CH3:23])=[O:20])=[CH:11][C:10]2[C:15](=[CH:16][C:7]([O:6][CH2:5][C:4]3[CH:24]=[CH:25][CH:26]=[C:2]([Cl:1])[CH:3]=3)=[CH:8][CH:9]=2)[N:14]=1. The yield is 0.843. (5) The reactants are [C:1]([O:5][C:6]([N:8]1[CH2:13][CH2:12][CH:11]([NH2:14])[CH2:10][CH2:9]1)=[O:7])([CH3:4])([CH3:3])[CH3:2].[CH:15]12[CH2:24][CH:19]3[CH2:20][CH:21]([CH2:23][CH:17]([CH2:18]3)[C:16]1=O)[CH2:22]2.[BH4-].[Na+]. The catalyst is CCO.CC(C)[O-].[Ti+4].CC(C)[O-].CC(C)[O-].CC(C)[O-]. The product is [C:1]([O:5][C:6]([N:8]1[CH2:13][CH2:12][CH:11]([NH:14][CH:16]2[CH:17]3[CH2:23][CH:21]4[CH2:20][CH:19]([CH2:24][CH:15]2[CH2:22]4)[CH2:18]3)[CH2:10][CH2:9]1)=[O:7])([CH3:4])([CH3:2])[CH3:3]. The yield is 0.944. (6) The reactants are [N:1]1[CH:6]=[CH:5][CH:4]=[CH:3][C:2]=1[N:7]([CH2:30][C:31]([O:33][CH3:34])=[O:32])[C:8]([C:10]1[CH:29]=[CH:28][C:13]2[N:14]([CH3:27])[C:15]([CH2:17][NH:18][C:19]3[CH:24]=[CH:23][C:22]([C:25]#[N:26])=[CH:21][CH:20]=3)=[N:16][C:12]=2[CH:11]=1)=[O:9].[ClH:35].CO.C(=O)([O-])[O-].[NH4+:42].[NH4+]. The catalyst is ClCCl.C(O)C. The product is [ClH:35].[ClH:35].[N:1]1[CH:6]=[CH:5][CH:4]=[CH:3][C:2]=1[N:7]([CH2:30][C:31]([O:33][CH3:34])=[O:32])[C:8]([C:10]1[CH:29]=[CH:28][C:13]2[N:14]([CH3:27])[C:15]([CH2:17][NH:18][C:19]3[CH:24]=[CH:23][C:22]([C:25](=[NH:42])[NH2:26])=[CH:21][CH:20]=3)=[N:16][C:12]=2[CH:11]=1)=[O:9]. The yield is 0.730. (7) The catalyst is ClCCl. The product is [Br:12][C:7]1[CH:6]=[C:5]([OH:8])[C:4]([OH:10])=[CH:3][C:2]=1[F:1]. The reactants are [F:1][C:2]1[CH:3]=[C:4]([O:10]C)[C:5]([O:8]C)=[CH:6][CH:7]=1.[Br:12]B(Br)Br. The yield is 0.980.